This data is from Forward reaction prediction with 1.9M reactions from USPTO patents (1976-2016). The task is: Predict the product of the given reaction. The product is: [C:29]([NH:28][C@H:17]1[CH2:18][CH2:19][C@@:20]2([CH3:21])[C@H:15]([CH2:14][C@@H:13]([OH:50])[C@@H:12]3[C@@H:22]2[CH2:23][C@H:24]([OH:27])[C@@:25]2([CH3:26])[C@H:11]3[CH2:10][CH2:9][C@@H:8]2[C@H:6]([CH3:7])[CH2:5][CH2:4][C:3]([OH:51])=[O:2])[CH2:16]1)(=[O:49])[CH2:30][CH2:31][CH2:32][CH2:33][CH2:34][CH2:35][CH2:36][CH2:37][CH2:38][CH2:39][CH2:40][CH2:41][CH2:42][CH2:43][CH2:44][CH2:45][CH2:46][CH2:47][CH3:48]. Given the reactants C[O:2][C:3](=[O:51])[CH2:4][CH2:5][C@H:6]([C@@H:8]1[C@:25]2([CH3:26])[C@H:11]([C@H:12]3[C@H:22]([CH2:23][C@@H:24]2[OH:27])[C@:20]2([CH3:21])[C@@H:15]([CH2:16][C@@H:17]([NH:28][C:29](=[O:49])[CH2:30][CH2:31][CH2:32][CH2:33][CH2:34][CH2:35][CH2:36][CH2:37][CH2:38][CH2:39][CH2:40][CH2:41][CH2:42][CH2:43][CH2:44][CH2:45][CH2:46][CH2:47][CH3:48])[CH2:18][CH2:19]2)[CH2:14][C@H:13]3[OH:50])[CH2:10][CH2:9]1)[CH3:7].[OH-].[Na+], predict the reaction product.